Predict the reactants needed to synthesize the given product. From a dataset of Full USPTO retrosynthesis dataset with 1.9M reactions from patents (1976-2016). (1) Given the product [CH3:28][O:27][C:13]1[CH:12]=[C:11]([C:9]2[N:8]([CH2:29][O:30][CH2:31][CH2:32][Si:33]([CH3:34])([CH3:36])[CH3:35])[C:4]3[N:5]=[CH:6][N:7]=[C:2]([C:49]4[CH:50]=[CH:51][C:44]([O:43][CH:40]5[CH2:41][CH2:42][O:37][CH2:38][CH2:39]5)=[C:45]([CH:48]=4)[C:46]#[N:47])[C:3]=3[CH:10]=2)[CH:16]=[CH:15][C:14]=1[N:17]1[CH2:22][CH2:21][N:20]([CH:23]2[CH2:26][O:25][CH2:24]2)[CH2:19][CH2:18]1, predict the reactants needed to synthesize it. The reactants are: Cl[C:2]1[C:3]2[CH:10]=[C:9]([C:11]3[CH:16]=[CH:15][C:14]([N:17]4[CH2:22][CH2:21][N:20]([CH:23]5[CH2:26][O:25][CH2:24]5)[CH2:19][CH2:18]4)=[C:13]([O:27][CH3:28])[CH:12]=3)[N:8]([CH2:29][O:30][CH2:31][CH2:32][Si:33]([CH3:36])([CH3:35])[CH3:34])[C:4]=2[N:5]=[CH:6][N:7]=1.[O:37]1[CH2:42][CH2:41][CH:40]([O:43][C:44]2[CH:51]=[CH:50][C:49](B3OC(C)(C)C(C)(C)O3)=[CH:48][C:45]=2[C:46]#[N:47])[CH2:39][CH2:38]1.C([O-])([O-])=O.[Na+].[Na+]. (2) Given the product [Cl:17][C:18]1[CH:26]=[CH:25][C:24]([N:27]2[CH:31]=[N:30][N:29]=[N:28]2)=[CH:23][C:19]=1[C:20]([N:11]1[CH2:12][CH2:13][N:8]([C:7]2[CH:6]=[CH:5][C:4]([C:14](=[O:16])[CH3:15])=[CH:3][C:2]=2[F:1])[CH2:9][CH2:10]1)=[O:21], predict the reactants needed to synthesize it. The reactants are: [F:1][C:2]1[CH:3]=[C:4]([C:14](=[O:16])[CH3:15])[CH:5]=[CH:6][C:7]=1[N:8]1[CH2:13][CH2:12][NH:11][CH2:10][CH2:9]1.[Cl:17][C:18]1[CH:26]=[CH:25][C:24]([N:27]2[CH:31]=[N:30][N:29]=[N:28]2)=[CH:23][C:19]=1[C:20](O)=[O:21]. (3) The reactants are: [CH3:1][O:2][C:3](=[O:15])[C:4]1[CH:13]=[C:12]([OH:14])[CH:11]=[C:6]([C:7]([O:9][CH3:10])=[O:8])[CH:5]=1.Br[CH2:17][CH2:18][CH2:19][CH2:20][CH2:21][CH2:22][CH2:23][CH2:24][CH2:25][CH2:26][CH2:27][CH2:28][CH2:29][CH2:30][CH2:31][CH3:32].C([O-])([O-])=O.[K+].[K+]. Given the product [CH3:10][O:9][C:7](=[O:8])[C:6]1[CH:11]=[C:12]([O:14][CH2:32][CH2:31][CH2:30][CH2:29][CH2:28][CH2:27][CH2:26][CH2:25][CH2:24][CH2:23][CH2:22][CH2:21][CH2:20][CH2:19][CH2:18][CH3:17])[CH:13]=[C:4]([C:3]([O:2][CH3:1])=[O:15])[CH:5]=1, predict the reactants needed to synthesize it.